Regression. Given two drug SMILES strings and cell line genomic features, predict the synergy score measuring deviation from expected non-interaction effect. From a dataset of Merck oncology drug combination screen with 23,052 pairs across 39 cell lines. (1) Drug 1: NC1(c2ccc(-c3nc4ccn5c(=O)[nH]nc5c4cc3-c3ccccc3)cc2)CCC1. Drug 2: NC1CCCCC1N.O=C(O)C(=O)O.[Pt+2]. Cell line: NCIH1650. Synergy scores: synergy=-14.1. (2) Drug 1: COC12C(COC(N)=O)C3=C(C(=O)C(C)=C(N)C3=O)N1CC1NC12. Drug 2: NC1(c2ccc(-c3nc4ccn5c(=O)[nH]nc5c4cc3-c3ccccc3)cc2)CCC1. Cell line: ZR751. Synergy scores: synergy=26.6. (3) Drug 1: CC1CC2C3CCC4=CC(=O)C=CC4(C)C3(F)C(O)CC2(C)C1(O)C(=O)CO. Drug 2: CCN(CC)CCNC(=O)c1c(C)[nH]c(C=C2C(=O)Nc3ccc(F)cc32)c1C. Cell line: COLO320DM. Synergy scores: synergy=9.74. (4) Drug 1: CCC1(O)CC2CN(CCc3c([nH]c4ccccc34)C(C(=O)OC)(c3cc4c(cc3OC)N(C)C3C(O)(C(=O)OC)C(OC(C)=O)C5(CC)C=CCN6CCC43C65)C2)C1. Drug 2: CC(C)CC(NC(=O)C(Cc1ccccc1)NC(=O)c1cnccn1)B(O)O. Cell line: SKMES1. Synergy scores: synergy=-34.1. (5) Synergy scores: synergy=-13.0. Drug 2: COC1=C2CC(C)CC(OC)C(O)C(C)C=C(C)C(OC(N)=O)C(OC)C=CC=C(C)C(=O)NC(=CC1=O)C2=O. Drug 1: O=c1[nH]cc(F)c(=O)[nH]1. Cell line: CAOV3. (6) Drug 1: O=C(O)C1(Cc2cccc(Nc3nccs3)n2)CCC(Oc2cccc(Cl)c2F)CC1. Drug 2: C#Cc1cccc(Nc2ncnc3cc(OCCOC)c(OCCOC)cc23)c1. Cell line: SKMEL30. Synergy scores: synergy=12.3. (7) Drug 1: Nc1ccn(C2OC(CO)C(O)C2(F)F)c(=O)n1. Drug 2: CCc1cnn2c(NCc3ccc[n+]([O-])c3)cc(N3CCCCC3CCO)nc12. Cell line: UWB1289. Synergy scores: synergy=-12.1. (8) Drug 1: N#Cc1ccc(Cn2cncc2CN2CCN(c3cccc(Cl)c3)C(=O)C2)cc1. Drug 2: C=CCn1c(=O)c2cnc(Nc3ccc(N4CCN(C)CC4)cc3)nc2n1-c1cccc(C(C)(C)O)n1. Cell line: DLD1. Synergy scores: synergy=11.7. (9) Synergy scores: synergy=16.7. Drug 1: CCC1(O)CC2CN(CCc3c([nH]c4ccccc34)C(C(=O)OC)(c3cc4c(cc3OC)N(C)C3C(O)(C(=O)OC)C(OC(C)=O)C5(CC)C=CCN6CCC43C65)C2)C1. Drug 2: CCN(CC)CCNC(=O)c1c(C)[nH]c(C=C2C(=O)Nc3ccc(F)cc32)c1C. Cell line: ES2.